From a dataset of Full USPTO retrosynthesis dataset with 1.9M reactions from patents (1976-2016). Predict the reactants needed to synthesize the given product. Given the product [Cl:1][C:2]1[CH:3]=[C:4]([C:5](=[N:41][O:40][CH3:39])[C:7]2[CH:35]=[CH:34][C:10]3[N:11]([CH2:15][CH2:16][O:17][C:18]4[CH:19]=[CH:20][C:21]([CH:22]=[C:23]([C:28]([O:30][CH3:31])=[O:29])[C:24]([O:26][CH3:27])=[O:25])=[CH:32][CH:33]=4)[C:12](=[O:14])[S:13][C:9]=3[CH:8]=2)[CH:36]=[CH:37][CH:38]=1, predict the reactants needed to synthesize it. The reactants are: [Cl:1][C:2]1[CH:3]=[C:4]([CH:36]=[CH:37][CH:38]=1)[C:5]([C:7]1[CH:35]=[CH:34][C:10]2[N:11]([CH2:15][CH2:16][O:17][C:18]3[CH:33]=[CH:32][C:21]([CH:22]=[C:23]([C:28]([O:30][CH3:31])=[O:29])[C:24]([O:26][CH3:27])=[O:25])=[CH:20][CH:19]=3)[C:12](=[O:14])[S:13][C:9]=2[CH:8]=1)=O.[CH3:39][O:40][NH2:41].N1C=CC=CC=1.